From a dataset of HIV replication inhibition screening data with 41,000+ compounds from the AIDS Antiviral Screen. Binary Classification. Given a drug SMILES string, predict its activity (active/inactive) in a high-throughput screening assay against a specified biological target. (1) The molecule is CC12CCCC(Cl)C1(O)CC(C(=O)O)CC2. The result is 0 (inactive). (2) The compound is CC(C)(C)c1cc(C=CC(=O)CC(=O)C=Cc2cc(C(C)(C)C)c(O)c(C(C)(C)C)c2)cc(C(C)(C)C)c1O. The result is 0 (inactive). (3) The drug is O=C1CCCCCCCCCCCC(=O)OCCO1. The result is 0 (inactive). (4) The molecule is CC12CN3CC(C)(C1=O)C(=O)C(C)(C3)C2=O. The result is 0 (inactive). (5) The molecule is O=C(CSc1nnc(-c2ccc(N=Cc3ccc(Cl)cc3)cc2)o1)Nc1ccc(Cl)cc1Cl. The result is 0 (inactive). (6) The drug is O=C1c2scc(-c3ccc(F)cc3)c2-n2cccc21. The result is 0 (inactive).